This data is from Forward reaction prediction with 1.9M reactions from USPTO patents (1976-2016). The task is: Predict the product of the given reaction. (1) Given the reactants Cl.[NH2:2][C:3]1[C:12]2[C:7](=[CH:8][C:9]([C:13]([OH:15])=O)=[CH:10][CH:11]=2)[CH:6]=[CH:5][N:4]=1.OC1C2N=NNC=2C=CC=1.CN1CCOCC1.Cl.[C:34]([C@H:38]([O:42][CH:43]1[CH2:48][CH2:47][N:46]([C:49](=[O:53])[CH:50]([NH2:52])[CH3:51])[CH2:45][CH2:44]1)[C:39]([OH:41])=[O:40])([CH3:37])([CH3:36])[CH3:35].CN(C)CCCN=C=NCC, predict the reaction product. The product is: [C:34]([C@H:38]([O:42][CH:43]1[CH2:48][CH2:47][N:46]([C:49](=[O:53])[CH:50]([NH:52][C:13]([C:9]2[CH:8]=[C:7]3[C:12](=[CH:11][CH:10]=2)[C:3]([NH2:2])=[N:4][CH:5]=[CH:6]3)=[O:15])[CH3:51])[CH2:45][CH2:44]1)[C:39]([OH:41])=[O:40])([CH3:36])([CH3:35])[CH3:37]. (2) Given the reactants [C:1](#[N:4])[CH2:2][CH3:3].C([Li])(C)(C)C.[OH:10][N:11]=[C:12](Cl)[CH2:13][CH2:14][CH2:15][CH2:16][CH2:17][CH2:18][CH2:19][CH2:20][CH3:21], predict the reaction product. The product is: [CH3:3][C:2]1[C:12]([CH2:13][CH2:14][CH2:15][CH2:16][CH2:17][CH2:18][CH2:19][CH2:20][CH3:21])=[N:11][O:10][C:1]=1[NH2:4].